Dataset: Forward reaction prediction with 1.9M reactions from USPTO patents (1976-2016). Task: Predict the product of the given reaction. Given the reactants [CH3:1][O:2][C:3]1[CH:47]=[C:46]([O:48][CH3:49])[CH:45]=[CH:44][C:4]=1[CH2:5][N:6]1[CH:11]=[C:10]([CH2:12][C:13]2[CH:18]=[CH:17][C:16]([N+:19]([O-])=O)=[CH:15][CH:14]=2)[N:9]2[CH:22]=[C:23]([C:25]3[C:33]4[C:28](=[N:29][CH:30]=[CH:31][CH:32]=4)[N:27]([S:34]([C:37]4[CH:42]=[CH:41][CH:40]=[CH:39][CH:38]=4)(=[O:36])=[O:35])[CH:26]=3)[CH:24]=[C:8]2[C:7]1=[O:43], predict the reaction product. The product is: [NH2:19][C:16]1[CH:15]=[CH:14][C:13]([CH2:12][C:10]2[N:9]3[CH:22]=[C:23]([C:25]4[C:33]5[C:28](=[N:29][CH:30]=[CH:31][CH:32]=5)[N:27]([S:34]([C:37]5[CH:38]=[CH:39][CH:40]=[CH:41][CH:42]=5)(=[O:35])=[O:36])[CH:26]=4)[CH:24]=[C:8]3[C:7](=[O:43])[N:6]([CH2:5][C:4]3[CH:44]=[CH:45][C:46]([O:48][CH3:49])=[CH:47][C:3]=3[O:2][CH3:1])[CH:11]=2)=[CH:18][CH:17]=1.